This data is from Full USPTO retrosynthesis dataset with 1.9M reactions from patents (1976-2016). The task is: Predict the reactants needed to synthesize the given product. (1) The reactants are: [Cl:1][C:2]1[CH:3]=[CH:4][C:5]2[NH:11][C:10](=[O:12])[CH2:9][C:8](=[CH:13]N(C)C)[C:7](=O)[C:6]=2[CH:18]=1.Cl.[CH3:20][O:21][C:22]1[CH:27]=[CH:26][C:25]([CH2:28][C:29]([NH2:31])=[NH:30])=[CH:24][CH:23]=1. Given the product [Cl:1][C:2]1[CH:3]=[CH:4][C:5]2[NH:11][C:10](=[O:12])[CH2:9][C:8]3[CH:13]=[N:30][C:29]([CH2:28][C:25]4[CH:24]=[CH:23][C:22]([O:21][CH3:20])=[CH:27][CH:26]=4)=[N:31][C:7]=3[C:6]=2[CH:18]=1, predict the reactants needed to synthesize it. (2) Given the product [F:1][C:2]1[CH:3]=[C:4]([C:20]([NH:54][CH2:55][CH2:56][OH:57])=[O:22])[C:5]2[CH:6]=[C:7]([NH:12][C@H:13]3[CH2:18][CH2:17][C@H:16]([OH:19])[CH2:15][CH2:14]3)[N:8]=[CH:9][C:10]=2[CH:11]=1, predict the reactants needed to synthesize it. The reactants are: [F:1][C:2]1[CH:3]=[C:4]([C:20]([OH:22])=O)[C:5]2[CH:6]=[C:7]([NH:12][C@H:13]3[CH2:18][CH2:17][C@H:16]([OH:19])[CH2:15][CH2:14]3)[N:8]=[CH:9][C:10]=2[CH:11]=1.CN(C(ON1N=NC2C=CC=NC1=2)=[N+](C)C)C.F[P-](F)(F)(F)(F)F.C(N(CC)CC)C.[NH2:54][CH2:55][CH2:56][OH:57].